Dataset: Peptide-MHC class I binding affinity with 185,985 pairs from IEDB/IMGT. Task: Regression. Given a peptide amino acid sequence and an MHC pseudo amino acid sequence, predict their binding affinity value. This is MHC class I binding data. (1) The peptide sequence is DIVGGLFTY. The MHC is HLA-B08:01 with pseudo-sequence HLA-B08:01. The binding affinity (normalized) is 0.0847. (2) The peptide sequence is RKCCRAKFKQLLQH. The MHC is HLA-A02:03 with pseudo-sequence HLA-A02:03. The binding affinity (normalized) is 0. (3) The peptide sequence is IRLRPNGK. The MHC is Mamu-B08 with pseudo-sequence Mamu-B08. The binding affinity (normalized) is 0.181. (4) The binding affinity (normalized) is 0.408. The peptide sequence is APSMTMRCIG. The MHC is HLA-B07:02 with pseudo-sequence HLA-B07:02. (5) The peptide sequence is LYAVTTAVL. The MHC is HLA-B58:01 with pseudo-sequence HLA-B58:01. The binding affinity (normalized) is 0.0847. (6) The peptide sequence is EYFRLCESL. The MHC is HLA-A23:01 with pseudo-sequence HLA-A23:01. The binding affinity (normalized) is 0.352. (7) The peptide sequence is TILGIGTVL. The MHC is HLA-B35:01 with pseudo-sequence HLA-B35:01. The binding affinity (normalized) is 0. (8) The peptide sequence is FVNYNFTLV. The MHC is HLA-B44:02 with pseudo-sequence HLA-B44:02. The binding affinity (normalized) is 0.298. (9) The binding affinity (normalized) is 0.553. The peptide sequence is LGADSSIAY. The MHC is HLA-A26:01 with pseudo-sequence HLA-A26:01.